From a dataset of Full USPTO retrosynthesis dataset with 1.9M reactions from patents (1976-2016). Predict the reactants needed to synthesize the given product. (1) The reactants are: Br[C:2]1[C:7]([N:8]([CH3:10])[CH3:9])=[CH:6][C:5]([C:11]2[CH:16]=[CH:15][C:14]([Cl:17])=[CH:13][CH:12]=2)=[CH:4][N:3]=1.[CH3:18][Si:19]([C:22]#[CH:23])([CH3:21])[CH3:20]. Given the product [Cl:17][C:14]1[CH:15]=[CH:16][C:11]([C:5]2[CH:6]=[C:7]([N:8]([CH3:10])[CH3:9])[C:2]([C:23]#[C:22][Si:19]([CH3:21])([CH3:20])[CH3:18])=[N:3][CH:4]=2)=[CH:12][CH:13]=1, predict the reactants needed to synthesize it. (2) Given the product [Cl:21][C:18]1[CH:19]=[CH:20][C:15]([CH2:14][CH2:13][N:4]2[CH2:5][CH2:6][CH2:7][CH2:8][C@@H:3]2[CH2:2][OH:1])=[CH:16][CH:17]=1, predict the reactants needed to synthesize it. The reactants are: [OH:1][CH2:2][C@H:3]1[CH2:8][CH2:7][CH2:6][CH2:5][NH:4]1.S(C1C=CC(C)=CC=1)(O[CH2:13][CH2:14][C:15]1[CH:20]=[CH:19][C:18]([Cl:21])=[CH:17][CH:16]=1)(=O)=O.C(=O)([O-])[O-].[Na+].[Na+].[I-].[Na+]. (3) Given the product [NH2:1][CH2:2][C@@:3]1([CH2:14][C:15]([OH:17])=[O:16])[CH2:9][C@H:8]2[C@@H:4]1[CH:5]=[C:6]([CH:10]([CH2:12][CH3:13])[CH3:11])[CH2:7]2, predict the reactants needed to synthesize it. The reactants are: [NH2:1][CH2:2][C@@:3]1([CH2:14][C:15]([O:17]C(C)(C)C)=[O:16])[CH2:9][C@H:8]2[C@@H:4]1[CH:5]=[C:6]([CH:10]([CH2:12][CH3:13])[CH3:11])[CH2:7]2.